Binary Classification. Given a miRNA mature sequence and a target amino acid sequence, predict their likelihood of interaction. From a dataset of Experimentally validated miRNA-target interactions with 360,000+ pairs, plus equal number of negative samples. (1) The miRNA is hsa-miR-7111-3p with sequence AUCCUCUCUUCCCUCCUCCCAG. The protein sequence of the target gene is MAGIPGLLFLLFFLLCAVGQVSPYSAPWKPTWPAYRLPVVLPQSTLNLAKPDFGAEAKLEVSSSCGPQCHKGTPLPTYEEAKQYLSYETLYANGSRTETQVGIYILSSSGDGAQHRDSGSSGKSRRKRQIYGYDSRFSIFGKDFLLNYPFSTSVKLSTGCTGTLVAEKHVLTAAHCIHDGKTYVKGTQKLRVGFLKPKFKDGGRGANDSTSAMPEQMKFQWIRVKRTHVPKGWIKGNANDIGMDYDYALLELKKPHKRKFMKIGVSPPAKQLPGGRIHFSGYDNDRPGNLVYRFCDVKDE.... Result: 1 (interaction). (2) The miRNA is dme-miR-iab-4-5p with sequence ACGUAUACUGAAUGUAUCCUGA. The protein sequence of the target gene is MESEQLFHRGYYRNSYNSITSASSDEELLDGAGAIMDFQTSEDDNLLDGDTAAGTHYTMTNGGSINSSTHLLDLLDEPIPGVGTYDDFHTIDWVREKCKDRERHRRINSKKKESAWEMTKSLYDAWSGWLVVTLTGLASGALAGLIDIAADWMTDLKEGICLSALWYNHEQCCWGSNETTFEERDKCPQWKTWAELIIGQAEGPGSYIMNYIMYIFWALSFAFLAVSLVKVFAPYACGSGIPEIKTILSGFIIRGYLGKWTLMIKTITLVLAVASGLSLGKEGPLVHVACCCGNIFSYLF.... Result: 0 (no interaction). (3) The miRNA is hsa-miR-6747-5p with sequence AGGGGUGUGGAAAGAGGCAGAACA. The protein sequence of the target gene is MVCFRLFPVPGSGLVLVCLVLGAVRSYALELNLTDSENATCLYAKWQMNFTVRYETTNKTYKTVTISDHGTVTYNGSICGDDQNGPKIAVQFGPGFSWIANFTKAASTYSIDSVSFSYNTGDNTTFPDAEDKGILTVDELLAIRIPLNDLFRCNSLSTLEKNDVVQHYWDVLVQAFVQNGTVSTNEFLCDKDKTSTVAPTIHTTVPSPTTTPTPKEKPEAGTYSVNNGNDTCLLATMGLQLNITQDKVASVININPNTTHSTGSCRSHTALLRLNSSTIKYLDFVFAVKNENRFYLKEVN.... Result: 0 (no interaction). (4) The miRNA is hsa-miR-671-3p with sequence UCCGGUUCUCAGGGCUCCACC. The protein sequence of the target gene is MKKLMVVLSLIAAAWAEEQNKLVHGGPCDKTSHPYQAALYTSGHLLCGGVLIHPLWVLTAAHCKKPNLQVFLGKHNLRQRESSQEQSSVVRAVIHPDYDAASHDQDIMLLRLARPAKLSELIQPLPLERDCSANTTSCHILGWGKTADGDFPDTIQCAYIHLVSREECEHAYPGQITQNMLCAGDEKYGKDSCQGDSGGPLVCGDHLRGLVSWGNIPCGSKEKPGVYTNVCRYTNWIQKTIQAK. Result: 0 (no interaction).